The task is: Predict the product of the given reaction.. This data is from Forward reaction prediction with 1.9M reactions from USPTO patents (1976-2016). (1) Given the reactants [OH-].[Na+].[F:3][C:4]1([F:17])[CH2:9][CH2:8][C:7]([CH2:15][OH:16])([C:10]([O:12]CC)=[O:11])[CH2:6][CH2:5]1, predict the reaction product. The product is: [F:3][C:4]1([F:17])[CH2:5][CH2:6][C:7]([CH2:15][OH:16])([C:10]([OH:12])=[O:11])[CH2:8][CH2:9]1. (2) Given the reactants Cl[C:2]1[CH:7]=[C:6]([O:8][C:9]2[CH:10]=[C:11]([C:19]([O:21][CH3:22])=[O:20])[C:12]3[C:17]([CH:18]=2)=[CH:16][CH:15]=[CH:14][CH:13]=3)[CH:5]=[CH:4][N:3]=1.[CH:23]1([C:26]([NH2:28])=[O:27])[CH2:25][CH2:24]1.C([O-])([O-])=O.[Cs+].[Cs+].[NH4+].[Cl-], predict the reaction product. The product is: [CH:23]1([C:26]([NH:28][C:2]2[CH:7]=[C:6]([O:8][C:9]3[CH:10]=[C:11]([C:19]([O:21][CH3:22])=[O:20])[C:12]4[C:17]([CH:18]=3)=[CH:16][CH:15]=[CH:14][CH:13]=4)[CH:5]=[CH:4][N:3]=2)=[O:27])[CH2:25][CH2:24]1. (3) Given the reactants [H-].[H-].[H-].[H-].[Li+].[Al+3].C([O:9][C:10](=O)[CH2:11][O:12][CH:13]1[CH2:17][CH2:16][N:15]([C:18]([O:20][C:21]([CH3:24])([CH3:23])[CH3:22])=[O:19])[CH2:14]1)C, predict the reaction product. The product is: [OH:9][CH2:10][CH2:11][O:12][CH:13]1[CH2:17][CH2:16][N:15]([C:18]([O:20][C:21]([CH3:24])([CH3:23])[CH3:22])=[O:19])[CH2:14]1. (4) Given the reactants [CH:1]1([CH:6]=[C:7]([C:18]2[CH:23]=[CH:22][C:21]([C:24]([OH:27])([CH3:26])[CH3:25])=[CH:20][CH:19]=2)[C:8]2[NH:17][C:11]3=[N:12][CH:13]=[C:14]([F:16])[CH:15]=[C:10]3[CH:9]=2)[CH2:5][CH2:4][CH2:3][CH2:2]1, predict the reaction product. The product is: [CH:1]1([CH2:6][CH:7]([C:18]2[CH:23]=[CH:22][C:21]([C:24]([OH:27])([CH3:25])[CH3:26])=[CH:20][CH:19]=2)[C:8]2[NH:17][C:11]3=[N:12][CH:13]=[C:14]([F:16])[CH:15]=[C:10]3[CH:9]=2)[CH2:5][CH2:4][CH2:3][CH2:2]1.